The task is: Predict the product of the given reaction.. This data is from Forward reaction prediction with 1.9M reactions from USPTO patents (1976-2016). (1) The product is: [OH:8][CH:9]1[CH2:25][CH2:26][N:14]([C:15]([O:16][CH2:17][C:18]2[CH:19]=[CH:20][CH:21]=[CH:22][CH:23]=2)=[O:24])[C@H:10]1[CH:11]([CH3:12])[CH3:13]. Given the reactants [Si]([O:8][CH:9]([CH2:25][CH2:26]O)[C@@H:10]([NH:14][C:15](=[O:24])[O:16][CH2:17][C:18]1[CH:23]=[CH:22][CH:21]=[CH:20][CH:19]=1)[CH:11]([CH3:13])[CH3:12])(C(C)(C)C)(C)C.C(N(CC)CC)C.CS(Cl)(=O)=O.C(OCC)(=O)C, predict the reaction product. (2) Given the reactants [CH3:1][S:2]([N:5]1[CH2:10][CH2:9][CH2:8][C@H:7]([NH:11][C:12]2[C:17]([C:18]3[N:19]=[C:20]4[CH:26]=[CH:25][N:24](COCC[Si](C)(C)C)[C:21]4=[N:22][CH:23]=3)=[CH:16][N:15]=[C:14](S(C)(=O)=O)[N:13]=2)[CH2:6]1)(=[O:4])=[O:3].O.[O:40]1CCOCC1, predict the reaction product. The product is: [CH3:1][S:2]([N:5]1[CH2:10][CH2:9][CH2:8][C@H:7]([NH:11][C:12]2[C:17]([C:18]3[N:19]=[C:20]4[CH:26]=[CH:25][NH:24][C:21]4=[N:22][CH:23]=3)=[CH:16][N:15]=[C:14]([OH:40])[N:13]=2)[CH2:6]1)(=[O:3])=[O:4]. (3) Given the reactants [C:1]([O:5][C:6](=[O:34])[N:7]([C:16]1[S:17][C@:18]2([CH2:32][OH:33])[C@H:20]([C@:21]([C:24]3[CH:29]=[C:28]([Br:30])[CH:27]=[CH:26][C:25]=3[F:31])([CH3:23])[N:22]=1)[CH2:19]2)[CH2:8][O:9][CH2:10][CH2:11][Si:12]([CH3:15])([CH3:14])[CH3:13])([CH3:4])([CH3:3])[CH3:2].[CH3:35][Si]([N-][Si](C)(C)C)(C)C.[Na+].IC, predict the reaction product. The product is: [C:1]([O:5][C:6](=[O:34])[N:7]([C:16]1[S:17][C@:18]2([CH2:32][O:33][CH3:35])[C@H:20]([C@:21]([C:24]3[CH:29]=[C:28]([Br:30])[CH:27]=[CH:26][C:25]=3[F:31])([CH3:23])[N:22]=1)[CH2:19]2)[CH2:8][O:9][CH2:10][CH2:11][Si:12]([CH3:15])([CH3:14])[CH3:13])([CH3:2])([CH3:4])[CH3:3]. (4) Given the reactants [CH3:1][N:2]1[C:10]2[C:5](=[CH:6][CH:7]=[CH:8][CH:9]=2)[CH:4]=[CH:3]1.[Cl-].[Br:12][C:13]1[CH:14]=[C:15]([CH:20]=[CH:21][CH:22]=1)[CH:16]=[N+:17]([CH3:19])[CH3:18].BrC1C=C(C=CC=1)C=O.CNC, predict the reaction product. The product is: [Br:12][C:13]1[CH:14]=[C:15]([CH:16]([N:17]([CH3:19])[CH3:18])[C:4]2[C:5]3[C:10](=[CH:9][CH:8]=[CH:7][CH:6]=3)[N:2]([CH3:1])[CH:3]=2)[CH:20]=[CH:21][CH:22]=1. (5) Given the reactants [N-]=[C:2]=[O:3].[F:4][C:5]1[CH:33]=[CH:32][C:8]([CH2:9][N:10]2[C:18]3[C:13](=[CH:14][CH:15]=[CH:16][CH:17]=3)[C:12]3[CH2:19][C@@H:20]([CH2:30][OH:31])[N:21]([C:23]([O:25]C(C)(C)C)=O)[CH2:22][C:11]2=3)=[CH:7][CH:6]=1.CS(C)=O.[N:38](CCCC(OC(C)(C)C)=O)=[C:39]=O.[CH2:51]1[CH2:55][O:54][CH2:53][CH2:52]1.[CH3:56]O, predict the reaction product. The product is: [F:4][C:5]1[CH:6]=[CH:7][C:8]([CH2:9][N:10]2[C:18]3[CH:17]=[CH:16][CH:15]=[CH:14][C:13]=3[C:12]3[CH2:19][C@H:20]4[C:30](=[O:31])[N:38]([CH2:39][C:52]([CH3:56])([CH3:53])[CH2:51][C:55]([O:3][CH3:2])=[O:54])[C:23](=[O:25])[N:21]4[CH2:22][C:11]2=3)=[CH:32][CH:33]=1.